This data is from Merck oncology drug combination screen with 23,052 pairs across 39 cell lines. The task is: Regression. Given two drug SMILES strings and cell line genomic features, predict the synergy score measuring deviation from expected non-interaction effect. (1) Synergy scores: synergy=8.85. Drug 1: Cc1nc(Nc2ncc(C(=O)Nc3c(C)cccc3Cl)s2)cc(N2CCN(CCO)CC2)n1. Drug 2: CC1(c2nc3c(C(N)=O)cccc3[nH]2)CCCN1. Cell line: UWB1289. (2) Drug 1: Cn1nnc2c(C(N)=O)ncn2c1=O. Drug 2: Cn1cc(-c2cnn3c(N)c(Br)c(C4CCCNC4)nc23)cn1. Cell line: NCIH460. Synergy scores: synergy=-9.22. (3) Drug 1: COC1CC2CCC(C)C(O)(O2)C(=O)C(=O)N2CCCCC2C(=O)OC(C(C)CC2CCC(OP(C)(C)=O)C(OC)C2)CC(=O)C(C)C=C(C)C(O)C(OC)C(=O)C(C)CC(C)C=CC=CC=C1C. Drug 2: CCc1c2c(nc3ccc(O)cc13)-c1cc3c(c(=O)n1C2)COC(=O)C3(O)CC. Cell line: ES2. Synergy scores: synergy=10.8. (4) Drug 1: COc1cc(C2c3cc4c(cc3C(OC3OC5COC(C)OC5C(O)C3O)C3COC(=O)C23)OCO4)cc(OC)c1O. Drug 2: CS(=O)(=O)CCNCc1ccc(-c2ccc3ncnc(Nc4ccc(OCc5cccc(F)c5)c(Cl)c4)c3c2)o1. Cell line: DLD1. Synergy scores: synergy=40.6. (5) Drug 1: CN1C(=O)C=CC2(C)C3CCC4(C)C(NC(=O)OCC(F)(F)F)CCC4C3CCC12. Drug 2: O=S1(=O)NC2(CN1CC(F)(F)F)C1CCC2Cc2cc(C=CCN3CCC(C(F)(F)F)CC3)ccc2C1. Cell line: PA1. Synergy scores: synergy=22.7.